Dataset: Full USPTO retrosynthesis dataset with 1.9M reactions from patents (1976-2016). Task: Predict the reactants needed to synthesize the given product. (1) Given the product [F:19][C:16]1[CH:17]=[CH:18][C:13]([NH:12][C:6]2[C:5]3[C:10](=[CH:11][C:2]([N:22]=[S:23]4(=[O:27])[CH2:26][CH2:25][CH2:24]4)=[CH:3][C:4]=3[CH3:21])[N:9]=[CH:8][N:7]=2)=[C:14]([OH:20])[CH:15]=1, predict the reactants needed to synthesize it. The reactants are: Br[C:2]1[CH:11]=[C:10]2[C:5]([C:6]([NH:12][C:13]3[CH:18]=[CH:17][C:16]([F:19])=[CH:15][C:14]=3[OH:20])=[N:7][CH:8]=[N:9]2)=[C:4]([CH3:21])[CH:3]=1.[NH:22]=[S:23]1(=[O:27])[CH2:26][CH2:25][CH2:24]1.C(P(C(C)(C)C)C1C=CC=CC=1C1C=CC=CC=1)(C)(C)C.CC(C)([O-])C.[Na+]. (2) Given the product [C:8]([C:4]1([OH:7])[CH2:5][CH2:6][O:1][CH2:2][CH2:3]1)#[CH:9], predict the reactants needed to synthesize it. The reactants are: [O:1]1[CH2:6][CH2:5][C:4](=[O:7])[CH2:3][CH2:2]1.[C:8]([Mg]Cl)#[CH:9].[NH4+].[Cl-]. (3) The reactants are: [O:1]=[C:2]1[C:10]2[C:5](=[CH:6][CH:7]=[CH:8][C:9]=2[C:11]#[C:12][C:13]2[C:18]([C:19]([F:22])([F:21])[F:20])=[CH:17][N:16]=[C:15]([NH:23][C:24]3[CH:29]=[CH:28][C:27]([N:30]4[CH2:35][CH2:34][N:33]([C:36]([O:38][C:39]([CH3:42])([CH3:41])[CH3:40])=[O:37])[CH2:32][CH2:31]4)=[CH:26][CH:25]=3)[N:14]=2)[CH2:4][NH:3]1.[H][H].CO. Given the product [O:1]=[C:2]1[C:10]2[C:5](=[CH:6][CH:7]=[CH:8][C:9]=2[CH2:11][CH2:12][C:13]2[C:18]([C:19]([F:20])([F:21])[F:22])=[CH:17][N:16]=[C:15]([NH:23][C:24]3[CH:25]=[CH:26][C:27]([N:30]4[CH2:31][CH2:32][N:33]([C:36]([O:38][C:39]([CH3:42])([CH3:41])[CH3:40])=[O:37])[CH2:34][CH2:35]4)=[CH:28][CH:29]=3)[N:14]=2)[CH2:4][NH:3]1, predict the reactants needed to synthesize it. (4) Given the product [CH2:20]([O:19][C:17]([N:27]1[CH2:34][CH2:33][CH2:32][C@H:28]1[C:29](=[O:30])[NH:14][C:13]1[CH:12]=[CH:11][C:10]([O:9][CH2:2][C:3]2[CH:4]=[CH:5][CH:6]=[CH:7][CH:8]=2)=[CH:16][CH:15]=1)=[O:18])[C:21]1[CH:26]=[CH:25][CH:24]=[CH:23][CH:22]=1, predict the reactants needed to synthesize it. The reactants are: Cl.[CH2:2]([O:9][C:10]1[CH:16]=[CH:15][C:13]([NH2:14])=[CH:12][CH:11]=1)[C:3]1[CH:8]=[CH:7][CH:6]=[CH:5][CH:4]=1.[C:17]([N:27]1[CH2:34][CH2:33][CH2:32][C@H:28]1[C:29](O)=[O:30])([O:19][CH2:20][C:21]1[CH:26]=[CH:25][CH:24]=[CH:23][CH:22]=1)=[O:18].C(OC1C=CC(NC(C2C=CC=CN=2)=O)=CC=1)C1C=CC=CC=1. (5) Given the product [C:11]([O:10][C:9]([NH:8][CH2:7][CH2:6][NH:5][C:3](=[O:4])[CH2:2][O:16][C:17]1[CH:26]=[CH:25][CH:24]=[C:19]([C:20]([O:22][CH3:23])=[O:21])[C:18]=1[C:27]([O:29][CH3:30])=[O:28])=[O:15])([CH3:14])([CH3:13])[CH3:12], predict the reactants needed to synthesize it. The reactants are: Cl[CH2:2][C:3]([NH:5][CH2:6][CH2:7][NH:8][C:9](=[O:15])[O:10][C:11]([CH3:14])([CH3:13])[CH3:12])=[O:4].[OH:16][C:17]1[CH:26]=[CH:25][CH:24]=[C:19]([C:20]([O:22][CH3:23])=[O:21])[C:18]=1[C:27]([O:29][CH3:30])=[O:28].C(=O)([O-])[O-].[Cs+].[Cs+]. (6) The reactants are: [Cl:1][C:2]1[C:11]([O:12][CH2:13][C:14]2[CH:19]=[CH:18][C:17]([O:20][CH3:21])=[CH:16][CH:15]=2)=[C:10]([O:22][CH2:23][C:24]2[CH:29]=[CH:28][C:27]([O:30][CH3:31])=[CH:26][CH:25]=2)[CH:9]=[C:8]2[C:3]=1[C:4](=[O:37])[C:5]([C:34](O)=[O:35])=[N:6][N:7]2[CH2:32][CH3:33].C(N(CC)CC)C.ClC(OCC(C)C)=O.[N:53]1([CH2:58][CH2:59][NH2:60])[CH2:57][CH2:56][CH2:55][CH2:54]1. Given the product [Cl:1][C:2]1[C:11]([O:12][CH2:13][C:14]2[CH:19]=[CH:18][C:17]([O:20][CH3:21])=[CH:16][CH:15]=2)=[C:10]([O:22][CH2:23][C:24]2[CH:29]=[CH:28][C:27]([O:30][CH3:31])=[CH:26][CH:25]=2)[CH:9]=[C:8]2[C:3]=1[C:4](=[O:37])[C:5]([C:34]([NH:60][CH2:59][CH2:58][N:53]1[CH2:57][CH2:56][CH2:55][CH2:54]1)=[O:35])=[N:6][N:7]2[CH2:32][CH3:33], predict the reactants needed to synthesize it. (7) Given the product [Cl:1][C:2]1[C:10]([CH3:11])=[CH:9][CH:8]=[CH:7][C:3]=1[C:4]([O:6][CH3:17])=[O:5], predict the reactants needed to synthesize it. The reactants are: [Cl:1][C:2]1[C:10]([CH3:11])=[CH:9][CH:8]=[CH:7][C:3]=1[C:4]([OH:6])=[O:5].S(=O)(=O)(O)O.[CH3:17]O. (8) Given the product [F:1][C:2]1[N:10]=[C:9]2[C:5]([N:6]=[CH:7][N:8]2[CH:27]([CH3:29])[CH3:28])=[C:4]([NH:11][CH2:12][C:13]2[CH:14]=[N:15][C:16]([CH3:19])=[CH:17][CH:18]=2)[N:3]=1, predict the reactants needed to synthesize it. The reactants are: [F:1][C:2]1[N:10]=[C:9]2[C:5]([N:6]=[CH:7][NH:8]2)=[C:4]([NH:11][CH2:12][C:13]2[CH:14]=[N:15][C:16]([CH3:19])=[CH:17][CH:18]=2)[N:3]=1.C([O-])([O-])=O.[K+].[K+].Br[CH:27]([CH3:29])[CH3:28].C(Cl)Cl.CCOCC.CO.